From a dataset of Forward reaction prediction with 1.9M reactions from USPTO patents (1976-2016). Predict the product of the given reaction. (1) Given the reactants [CH2:1]([N:4]([S:20]([C:23]1[CH:28]=[CH:27][CH:26]=[C:25]([O:29][CH3:30])[CH:24]=1)(=[O:22])=[O:21])[C@@H:5]([C:10]([O:12][CH2:13][C:14]1[CH:19]=[CH:18][CH:17]=[CH:16][CH:15]=1)=[O:11])[C:6]([CH3:9])([CH3:8])[CH3:7])[CH:2]=[CH2:3].B.CSC.B1([O-])O[O:36]1.O.O.O.O.[Na+].O, predict the reaction product. The product is: [OH:36][CH2:3][CH2:2][CH2:1][N:4]([S:20]([C:23]1[CH:28]=[CH:27][CH:26]=[C:25]([O:29][CH3:30])[CH:24]=1)(=[O:22])=[O:21])[C@@H:5]([C:10]([O:12][CH2:13][C:14]1[CH:15]=[CH:16][CH:17]=[CH:18][CH:19]=1)=[O:11])[C:6]([CH3:9])([CH3:8])[CH3:7]. (2) Given the reactants [NH2:1][C:2]1[CH:3]=[C:4]([C:10]([N:12]2[CH2:15][CH:14]([C:16]3[CH:21]=[CH:20][C:19](Br)=[CH:18][CH:17]=3)[CH2:13]2)=[O:11])[CH:5]=[CH:6][C:7]=1[O:8][CH3:9].C([O-])([O-])=O.[K+].[K+].[CH3:29][N:30]1[CH:34]=[C:33](B2OC(C)(C)C(C)(C)O2)[CH:32]=[N:31]1, predict the reaction product. The product is: [NH2:1][C:2]1[CH:3]=[C:4]([C:10]([N:12]2[CH2:15][CH:14]([C:16]3[CH:21]=[CH:20][C:19]([C:33]4[CH:32]=[N:31][N:30]([CH3:29])[CH:34]=4)=[CH:18][CH:17]=3)[CH2:13]2)=[O:11])[CH:5]=[CH:6][C:7]=1[O:8][CH3:9]. (3) Given the reactants I[C:2]1[CH:7]=[CH:6][C:5](/[C:8](/[C:25]2[CH:30]=[CH:29][C:28]([CH3:31])=[CH:27][CH:26]=2)=[CH:9]\[CH2:10][O:11][C:12]2[CH:23]=[CH:22][C:15]([O:16][CH2:17][C:18]([O:20][CH3:21])=[O:19])=[C:14]([CH3:24])[CH:13]=2)=[CH:4][CH:3]=1.[CH2:32]([N:35]1[CH2:40][CH2:39][O:38][CH2:37][CH2:36]1)[C:33]#[CH:34], predict the reaction product. The product is: [CH3:24][C:14]1[CH:13]=[C:12]([O:11][CH2:10]/[CH:9]=[C:8](/[C:25]2[CH:30]=[CH:29][C:28]([CH3:31])=[CH:27][CH:26]=2)\[C:5]2[CH:6]=[CH:7][C:2]([C:34]#[C:33][CH2:32][N:35]3[CH2:40][CH2:39][O:38][CH2:37][CH2:36]3)=[CH:3][CH:4]=2)[CH:23]=[CH:22][C:15]=1[O:16][CH2:17][C:18]([O:20][CH3:21])=[O:19]. (4) The product is: [CH:1]1([N:4]([CH2:29][C:30]2[CH:35]=[C:34]([CH2:36][CH2:37][CH2:38][O:39][CH3:40])[CH:33]=[C:32]([O:41][CH2:42][CH2:43][O:44][CH3:45])[CH:31]=2)[C:5]([C@@H:7]2[C@:12]([C:14]3[CH:19]=[CH:18][C:17]([F:20])=[C:16]([F:21])[CH:15]=3)([O:13][CH3:48])[CH2:11][CH2:10][N:9]([C:22]([O:24][C:25]([CH3:28])([CH3:27])[CH3:26])=[O:23])[CH2:8]2)=[O:6])[CH2:3][CH2:2]1. Given the reactants [CH:1]1([N:4]([CH2:29][C:30]2[CH:35]=[C:34]([CH2:36][CH2:37][CH2:38][O:39][CH3:40])[CH:33]=[C:32]([O:41][CH2:42][CH2:43][O:44][CH3:45])[CH:31]=2)[C:5]([C@@H:7]2[C@:12]([C:14]3[CH:19]=[CH:18][C:17]([F:20])=[C:16]([F:21])[CH:15]=3)([OH:13])[CH2:11][CH2:10][N:9]([C:22]([O:24][C:25]([CH3:28])([CH3:27])[CH3:26])=[O:23])[CH2:8]2)=[O:6])[CH2:3][CH2:2]1.[H-].[Na+].[CH3:48]I, predict the reaction product. (5) Given the reactants [CH3:1][O:2][C:3]1[CH:9]=[CH:8][CH:7]=[CH:6][C:4]=1[NH2:5].C(=O)([O-])[O-].[K+].[K+].[I-].C([N+]1(C)[CH2:29][CH2:28][C:27](=[O:30])[CH2:26][CH2:25]1)C1C=CC=CC=1, predict the reaction product. The product is: [CH3:1][O:2][C:3]1[CH:9]=[CH:8][CH:7]=[CH:6][C:4]=1[N:5]1[CH2:29][CH2:28][C:27](=[O:30])[CH2:26][CH2:25]1.